Dataset: Reaction yield outcomes from USPTO patents with 853,638 reactions. Task: Predict the reaction yield, written as a fraction of the theoretical maximum amount of product (1.0 means a 100% yield; for example, 0.34 means a 34% yield). The yield is 0.730. The product is [Cl:1][C:2]1[CH:7]=[CH:6][C:5]([C:8]2[CH:13]=[C:12]([CH:14]([F:16])[F:15])[N:11]3[N:17]=[CH:18][C:19]([C:27]#[C:26][Si:23]([CH3:25])([CH3:24])[CH3:22])=[C:10]3[N:9]=2)=[CH:4][C:3]=1[CH3:21]. The catalyst is CN(C)C=O. The reactants are [Cl:1][C:2]1[CH:7]=[CH:6][C:5]([C:8]2[CH:13]=[C:12]([CH:14]([F:16])[F:15])[N:11]3[N:17]=[CH:18][C:19](I)=[C:10]3[N:9]=2)=[CH:4][C:3]=1[CH3:21].[CH3:22][Si:23]([C:26]#[CH:27])([CH3:25])[CH3:24].C(N(CC)CC)C.